This data is from Forward reaction prediction with 1.9M reactions from USPTO patents (1976-2016). The task is: Predict the product of the given reaction. (1) Given the reactants Br[C:2]1[N:6]([CH:7]([CH3:9])[CH3:8])[C:5]2[CH:10]([C:26]3[CH:31]=[CH:30][C:29]([Cl:32])=[CH:28][CH:27]=3)[N:11]([C:14]3[CH:15]=[C:16]([O:24][CH3:25])[C:17]4[N:21]=[N:20][N:19]([CH3:22])[C:18]=4[CH:23]=3)[C:12](=[O:13])[C:4]=2[N:3]=1.[CH3:33][O:34][C:35]1[C:40](B(O)O)=[CH:39][CH:38]=[CH:37][N:36]=1, predict the reaction product. The product is: [Cl:32][C:29]1[CH:30]=[CH:31][C:26]([CH:10]2[C:5]3[N:6]([CH:7]([CH3:9])[CH3:8])[C:2]([C:40]4[C:35]([O:34][CH3:33])=[N:36][CH:37]=[CH:38][CH:39]=4)=[N:3][C:4]=3[C:12](=[O:13])[N:11]2[C:14]2[CH:15]=[C:16]([O:24][CH3:25])[C:17]3[N:21]=[N:20][N:19]([CH3:22])[C:18]=3[CH:23]=2)=[CH:27][CH:28]=1. (2) Given the reactants [Cl:1][C:2]1[N:7]=[C:6]([NH2:8])[N:5]=[C:4]([NH2:9])[C:3]=1I.[C:11]([C:13]1[CH:14]=[C:15]([OH:19])[CH:16]=[CH:17][CH:18]=1)#[CH:12].C(N(CC)CC)C, predict the reaction product. The product is: [NH2:8][C:6]1[N:5]=[C:4]([NH2:9])[C:3]([C:12]#[C:11][C:13]2[CH:14]=[C:15]([OH:19])[CH:16]=[CH:17][CH:18]=2)=[C:2]([Cl:1])[N:7]=1. (3) Given the reactants [Cl:1][C:2]1[CH:7]=[CH:6][C:5]([C:8]2[C:14]3[CH:15]=[CH:16][CH:17]=[CH:18][C:13]=3[N:12]3[C:19]([CH3:22])=[N:20][N:21]=[C:11]3[CH:10]([CH2:23][C:24](O)=[O:25])[CH:9]=2)=[CH:4][CH:3]=1.CN(C(ON1N=NC2C=CC=NC1=2)=[N+](C)C)C.F[P-](F)(F)(F)(F)F.C(N(CC)CC)C.[NH2:58][C:59]1[CH:67]=[CH:66][C:65]2[C:61](=[CH:62][C:63](=[O:68])[N:64]=2)[CH:60]=1, predict the reaction product. The product is: [Cl:1][C:2]1[CH:7]=[CH:6][C:5]([C:8]2[C:14]3[CH:15]=[CH:16][CH:17]=[CH:18][C:13]=3[N:12]3[C:19]([CH3:22])=[N:20][N:21]=[C:11]3[CH:10]([CH2:23][C:24]([NH:58][C:59]3[CH:60]=[C:61]4[C:65](=[CH:66][CH:67]=3)[NH:64][C:63](=[O:68])[CH2:62]4)=[O:25])[CH:9]=2)=[CH:4][CH:3]=1. (4) Given the reactants [CH2:1]([C@H:8]([NH:21][C:22]([C@@H:24]([NH:35][C:36]([C@@H:38]([NH:40][C:41]([CH:43]1[CH2:51][C:50]2[C:45](=[CH:46][CH:47]=[CH:48][CH:49]=2)[CH2:44]1)=[O:42])[CH3:39])=[O:37])[CH2:25][C:26]1[C:34]2[C:29](=[CH:30][CH:31]=[CH:32][CH:33]=2)[NH:28][CH:27]=1)=[O:23])[CH:9]([C:11](=[O:20])[NH:12][CH2:13][C:14]1[CH:19]=[CH:18][CH:17]=[CH:16][CH:15]=1)[OH:10])[C:2]1[CH:7]=[CH:6][CH:5]=[CH:4][CH:3]=1.CC(OI1(OC(C)=O)(OC(C)=O)OC(=O)C2C=CC=CC1=2)=O, predict the reaction product. The product is: [CH2:1]([C@H:8]([NH:21][C:22]([C@@H:24]([NH:35][C:36]([C@@H:38]([NH:40][C:41]([CH:43]1[CH2:44][C:45]2[C:50](=[CH:49][CH:48]=[CH:47][CH:46]=2)[CH2:51]1)=[O:42])[CH3:39])=[O:37])[CH2:25][C:26]1[C:34]2[C:29](=[CH:30][CH:31]=[CH:32][CH:33]=2)[NH:28][CH:27]=1)=[O:23])[C:9]([C:11](=[O:20])[NH:12][CH2:13][C:14]1[CH:15]=[CH:16][CH:17]=[CH:18][CH:19]=1)=[O:10])[C:2]1[CH:3]=[CH:4][CH:5]=[CH:6][CH:7]=1. (5) Given the reactants [NH:1]1[CH:5]=[CH:4][N:3]=[N:2]1.[C:6]([C:9]1[CH:10]=[CH:11][C:12](Br)=[N:13][CH:14]=1)(=[O:8])[CH3:7].C(=O)([O-])[O-].[K+].[K+].[Cl-].[NH4+], predict the reaction product. The product is: [C:6]([C:9]1[CH:10]=[CH:11][C:12]([N:1]2[CH:5]=[CH:4][N:3]=[N:2]2)=[N:13][CH:14]=1)(=[O:8])[CH3:7].